Predict the reactants needed to synthesize the given product. From a dataset of Full USPTO retrosynthesis dataset with 1.9M reactions from patents (1976-2016). Given the product [C:3]([C:8]1[CH:9]=[CH:10][C:11]([C:12]([OH:14])=[O:13])=[CH:17][CH:18]=1)#[C:4][CH2:5][CH2:6][CH3:7], predict the reactants needed to synthesize it. The reactants are: [OH-].[Na+].[C:3]([C:8]1[CH:18]=[CH:17][C:11]([C:12]([O:14]CC)=[O:13])=[CH:10][CH:9]=1)#[C:4][CH2:5][CH2:6][CH3:7].